From a dataset of Forward reaction prediction with 1.9M reactions from USPTO patents (1976-2016). Predict the product of the given reaction. (1) Given the reactants [CH3:1][O:2][C:3]1[CH:12]=[C:11]([O:13][CH3:14])[CH:10]=[CH:9][C:4]=1[CH2:5][N:6]=[C:7]=[O:8].[N+:15](=[C:17]1[N:21]=[CH:20][N:19]=[C:18]1[C:22]([NH2:24])=[O:23])=[N-:16], predict the reaction product. The product is: [CH3:1][O:2][C:3]1[CH:12]=[C:11]([O:13][CH3:14])[CH:10]=[CH:9][C:4]=1[CH2:5][N:6]1[C:7](=[O:8])[N:21]2[CH:20]=[N:19][C:18]([C:22]([NH2:24])=[O:23])=[C:17]2[N:15]=[N:16]1. (2) Given the reactants [Cl:1][C:2]1[CH:7]=[C:6]([Cl:8])[CH:5]=[CH:4][C:3]=1[CH2:9][CH2:10][NH:11][C:12]1[N:17]=[C:16]([O:18][CH3:19])[N:15]=[C:14]([C:20]2[CH:21]=[C:22]([CH:26]=[CH:27][CH:28]=2)[C:23]([OH:25])=[O:24])[CH:13]=1.O[CH2:30][CH2:31][N:32]1[CH2:37][CH2:36][O:35][CH2:34][CH2:33]1.C1(N=C=NC2CCCCC2)CCCCC1, predict the reaction product. The product is: [N:32]1([CH2:31][CH2:30][O:24][C:23](=[O:25])[C:22]2[CH:26]=[CH:27][CH:28]=[C:20]([C:14]3[CH:13]=[C:12]([NH:11][CH2:10][CH2:9][C:3]4[CH:4]=[CH:5][C:6]([Cl:8])=[CH:7][C:2]=4[Cl:1])[N:17]=[C:16]([O:18][CH3:19])[N:15]=3)[CH:21]=2)[CH2:37][CH2:36][O:35][CH2:34][CH2:33]1. (3) Given the reactants [F:1][C:2]1[CH:3]=[C:4]([OH:9])[CH:5]=[CH:6][C:7]=1[CH3:8].Cl[C:11]1[CH:12]=[CH:13][C:14]([N+:26]([O-:28])=[O:27])=[C:15]([CH2:17][NH:18][C:19](=[O:25])[O:20][C:21]([CH3:24])([CH3:23])[CH3:22])[CH:16]=1.[H-].[Na+], predict the reaction product. The product is: [C:21]([O:20][C:19](=[O:25])[NH:18][CH2:17][C:15]1[CH:16]=[C:11]([O:9][C:4]2[CH:5]=[CH:6][C:7]([CH3:8])=[C:2]([F:1])[CH:3]=2)[CH:12]=[CH:13][C:14]=1[N+:26]([O-:28])=[O:27])([CH3:24])([CH3:22])[CH3:23]. (4) Given the reactants [Si]([O:8][CH2:9][C:10]1([CH3:37])[S:16][CH2:15][CH2:14][N:13]2[C:17]([C:20]3([C:23]4[CH:28]=[CH:27][C:26]([C:29]5[CH:34]=[CH:33][CH:32]=[C:31]([O:35][CH3:36])[N:30]=5)=[CH:25][CH:24]=4)[CH2:22][CH2:21]3)=[N:18][N:19]=[C:12]2[CH2:11]1)(C(C)(C)C)(C)C.Cl, predict the reaction product. The product is: [CH3:36][O:35][C:31]1[N:30]=[C:29]([C:26]2[CH:27]=[CH:28][C:23]([C:20]3([C:17]4[N:13]5[CH2:14][CH2:15][S:16][C:10]([CH2:9][OH:8])([CH3:37])[CH2:11][C:12]5=[N:19][N:18]=4)[CH2:21][CH2:22]3)=[CH:24][CH:25]=2)[CH:34]=[CH:33][CH:32]=1. (5) Given the reactants [CH2:1]([O:3][C:4](=[O:15])[C:5](=[O:14])[C:6]([CH:11]1[CH2:13][CH2:12]1)=[CH:7][N:8]([CH3:10])[CH3:9])[CH3:2].[CH2:16](OC(=O)C(=O)CC1CCC1)C, predict the reaction product. The product is: [CH2:1]([O:3][C:4](=[O:15])[C:5](=[O:14])[C:6]([CH:11]1[CH2:13][CH2:12][CH2:16]1)=[CH:7][N:8]([CH3:9])[CH3:10])[CH3:2].